This data is from Full USPTO retrosynthesis dataset with 1.9M reactions from patents (1976-2016). The task is: Predict the reactants needed to synthesize the given product. (1) Given the product [CH2:33]([NH:40][C:30]([C:26]1[CH:25]=[C:24]2[C:29](=[CH:28][CH:27]=1)[N:21]([CH2:20][C:17]1[CH:16]=[CH:15][C:14]([C:9]3[C:8]([C:6]([O:5][C:1]([CH3:4])([CH3:3])[CH3:2])=[O:7])=[CH:13][CH:12]=[CH:11][CH:10]=3)=[CH:19][CH:18]=1)[N:22]=[CH:23]2)=[O:31])[C:34]1[CH:39]=[CH:38][CH:37]=[CH:36][CH:35]=1, predict the reactants needed to synthesize it. The reactants are: [C:1]([O:5][C:6]([C:8]1[CH:13]=[CH:12][CH:11]=[CH:10][C:9]=1[C:14]1[CH:19]=[CH:18][C:17]([CH2:20][N:21]2[C:29]3[C:24](=[CH:25][C:26]([C:30](O)=[O:31])=[CH:27][CH:28]=3)[CH:23]=[N:22]2)=[CH:16][CH:15]=1)=[O:7])([CH3:4])([CH3:3])[CH3:2].[CH2:33]([NH2:40])[C:34]1[CH:39]=[CH:38][CH:37]=[CH:36][CH:35]=1. (2) Given the product [CH2:1]([O:3][C:4]1[C:13]2[C:8](=[CH:9][CH:10]=[C:11](/[CH:14]=[C:30]3/[C:31](=[O:33])[N:32]=[C:28]([NH:27][C@H:20]([C:21]4[CH:22]=[CH:23][CH:24]=[CH:25][CH:26]=4)[CH2:19][OH:18])[S:29]/3)[CH:12]=2)[N:7]=[CH:6][C:5]=1[C:16]#[N:17])[CH3:2], predict the reactants needed to synthesize it. The reactants are: [CH2:1]([O:3][C:4]1[C:13]2[C:8](=[CH:9][CH:10]=[C:11]([CH:14]=O)[CH:12]=2)[N:7]=[CH:6][C:5]=1[C:16]#[N:17])[CH3:2].[OH:18][CH2:19][C@H:20]([NH:27][C:28]1[S:29][CH2:30][C:31](=[O:33])[N:32]=1)[C:21]1[CH:26]=[CH:25][CH:24]=[CH:23][CH:22]=1. (3) Given the product [ClH:1].[Cl:1][C:2]1[C:3]([NH:15][CH:16]2[CH2:33][CH2:32][C:19]3([CH2:24][CH2:23][NH:22][CH2:21][CH2:20]3)[CH2:18][CH2:17]2)=[N:4][C:5]([NH:8][C:9]2[N:10]=[CH:11][N:12]([CH3:14])[CH:13]=2)=[N:6][CH:7]=1, predict the reactants needed to synthesize it. The reactants are: [Cl:1][C:2]1[C:3]([NH:15][CH:16]2[CH2:33][CH2:32][C:19]3([CH2:24][CH2:23][N:22](C(OC(C)(C)C)=O)[CH2:21][CH2:20]3)[CH2:18][CH2:17]2)=[N:4][C:5]([NH:8][C:9]2[N:10]=[CH:11][N:12]([CH3:14])[CH:13]=2)=[N:6][CH:7]=1.Cl. (4) The reactants are: [CH2:1]([O:3][C:4]([C:6]1[C:7](=[O:23])[C:8]2[C:13]([C:14]=1[C:15]1[CH:20]=[CH:19][CH:18]=[CH:17][CH:16]=1)=[CH:12][CH:11]=[C:10]([O:21][CH3:22])[CH:9]=2)=[O:5])[CH3:2].[CH3:24][O:25][C:26]1[CH:27]=[C:28]([Mg]Br)[CH:29]=[CH:30][CH:31]=1. Given the product [CH2:1]([O:3][C:4]([C:6]1[C:7]([OH:23])([C:30]2[CH:29]=[CH:28][CH:27]=[C:26]([O:25][CH3:24])[CH:31]=2)[C:8]2[C:13]([C:14]=1[C:15]1[CH:20]=[CH:19][CH:18]=[CH:17][CH:16]=1)=[CH:12][CH:11]=[C:10]([O:21][CH3:22])[CH:9]=2)=[O:5])[CH3:2], predict the reactants needed to synthesize it. (5) Given the product [F:1][C:2]1[C:3]([N+:10]([O-:12])=[O:11])=[C:4]([OH:8])[CH:5]=[CH:6][CH:7]=1, predict the reactants needed to synthesize it. The reactants are: [F:1][C:2]1[CH:7]=[CH:6][CH:5]=[C:4]([O:8]C)[C:3]=1[N+:10]([O-:12])=[O:11].B(Br)(Br)Br. (6) Given the product [Br:17][C:18]1[N:23]=[CH:22][C:21]([C:24]([NH:14][CH2:13][C:9]2[CH:10]=[C:11]3[C:6](=[CH:7][CH:8]=2)[NH:5][C:4]([C:3]([F:2])([F:15])[F:16])=[CH:12]3)=[O:25])=[CH:20][CH:19]=1, predict the reactants needed to synthesize it. The reactants are: Cl.[F:2][C:3]([F:16])([F:15])[C:4]1[NH:5][C:6]2[C:11]([CH:12]=1)=[CH:10][C:9]([CH2:13][NH2:14])=[CH:8][CH:7]=2.[Br:17][C:18]1[N:23]=[CH:22][C:21]([C:24](O)=[O:25])=[CH:20][CH:19]=1.C(Cl)CCl.C1C=CC2N(O)N=NC=2C=1.CCN(C(C)C)C(C)C.C([O-])(O)=O.[Na+].